Dataset: Reaction yield outcomes from USPTO patents with 853,638 reactions. Task: Predict the reaction yield, written as a fraction of the theoretical maximum amount of product (1.0 means a 100% yield; for example, 0.34 means a 34% yield). (1) The reactants are [NH2:1][CH2:2][C@H:3]1[CH2:8][CH2:7][C@H:6]([CH2:9][NH:10][C:11](=[O:17])[O:12][C:13]([CH3:16])([CH3:15])[CH3:14])[CH2:5][CH2:4]1.CCN(C(C)C)C(C)C.CN(C(ON1N=NC2C=CC=CC1=2)=[N+](C)C)C.[B-](F)(F)(F)F.[F:49][C:50]1[N:55]=[CH:54][C:53]([C:56]2[CH:65]=[C:64]([C:66](O)=[O:67])[C:63]3[C:58](=[CH:59][CH:60]=[CH:61][CH:62]=3)[N:57]=2)=[CH:52][CH:51]=1. The catalyst is CN(C=O)C.O. The product is [F:49][C:50]1[N:55]=[CH:54][C:53]([C:56]2[CH:65]=[C:64]([C:66]([NH:1][CH2:2][C@H:3]3[CH2:4][CH2:5][C@H:6]([CH2:9][NH:10][C:11](=[O:17])[O:12][C:13]([CH3:14])([CH3:16])[CH3:15])[CH2:7][CH2:8]3)=[O:67])[C:63]3[C:58](=[CH:59][CH:60]=[CH:61][CH:62]=3)[N:57]=2)=[CH:52][CH:51]=1. The yield is 0.700. (2) The reactants are [NH2:1][C:2]1[N:7]=[CH:6][N:5]=[C:4]2[N:8]([C@@H:26]3[CH2:31][CH2:30][CH2:29][N:28]([C:32](=[O:36])[CH2:33][C:34]#[N:35])[CH2:27]3)[N:9]=[C:10]([C:11]3[CH:16]=[CH:15][C:14]([O:17][C:18]4[C:23]([F:24])=[CH:22][CH:21]=[CH:20][C:19]=4[F:25])=[CH:13][CH:12]=3)[C:3]=12.N1[CH2:42][CH2:41][CH2:40][CH2:39]C1.C1(C=O)CC1. The product is [NH2:1][C:2]1[N:7]=[CH:6][N:5]=[C:4]2[N:8]([C@@H:26]3[CH2:31][CH2:30][CH2:29][N:28]([C:32]([C:33](=[CH:39][CH:40]4[CH2:42][CH2:41]4)[C:34]#[N:35])=[O:36])[CH2:27]3)[N:9]=[C:10]([C:11]3[CH:16]=[CH:15][C:14]([O:17][C:18]4[C:23]([F:24])=[CH:22][CH:21]=[CH:20][C:19]=4[F:25])=[CH:13][CH:12]=3)[C:3]=12. The yield is 0.210. The catalyst is CO. (3) The reactants are Cl[CH2:2][CH2:3][CH2:4][N:5]1[C:9]2[C:10]([C:16]([O:18][CH3:19])=[O:17])=[CH:11][CH:12]=[C:13]([O:14][CH3:15])[C:8]=2[N:7]=[C:6]1[NH:20][C:21]1[C:22]([CH3:30])=[N:23][C:24]([O:28][CH3:29])=[N:25][C:26]=1[CH3:27].C(=O)([O-])[O-].[K+].[K+].O. The catalyst is CN(C)C=O. The product is [CH3:15][O:14][C:13]1[CH:12]=[CH:11][C:10]([C:16]([O:18][CH3:19])=[O:17])=[C:9]2[C:8]=1[N:7]=[C:6]1[N:20]([C:21]3[C:22]([CH3:30])=[N:23][C:24]([O:28][CH3:29])=[N:25][C:26]=3[CH3:27])[CH2:2][CH2:3][CH2:4][N:5]21. The yield is 0.890. (4) The reactants are [CH3:1][O:2][C:3]1[N:8]=[CH:7][C:6](B(O)O)=[CH:5][N:4]=1.Cl[C:13]1[N:18]=[C:17]([NH:19][C:20]([C:22]2([C:25]3[CH:35]=[CH:34][C:28]4[O:29][C:30]([F:33])([F:32])[O:31][C:27]=4[CH:26]=3)[CH2:24][CH2:23]2)=[O:21])[CH:16]=[CH:15][C:14]=1[CH3:36]. The catalyst is COCCOC.C([O-])([O-])=O.[Na+].[Na+].C1C=CC([P]([Pd]([P](C2C=CC=CC=2)(C2C=CC=CC=2)C2C=CC=CC=2)([P](C2C=CC=CC=2)(C2C=CC=CC=2)C2C=CC=CC=2)[P](C2C=CC=CC=2)(C2C=CC=CC=2)C2C=CC=CC=2)(C2C=CC=CC=2)C2C=CC=CC=2)=CC=1. The product is [F:33][C:30]1([F:32])[O:29][C:28]2[CH:34]=[CH:35][C:25]([C:22]3([C:20]([NH:19][C:17]4[CH:16]=[CH:15][C:14]([CH3:36])=[C:13]([C:6]5[CH:5]=[N:4][C:3]([O:2][CH3:1])=[N:8][CH:7]=5)[N:18]=4)=[O:21])[CH2:24][CH2:23]3)=[CH:26][C:27]=2[O:31]1. The yield is 0.640. (5) The reactants are [NH2:1][C:2](=O)[C@@H:3]([NH:8][C:9](=[O:15])[O:10][C:11]([CH3:14])([CH3:13])[CH3:12])[CH2:4][CH:5]([CH3:7])[CH3:6].COC1C=CC(P2(SP(C3C=CC(OC)=CC=3)(=S)S2)=[S:26])=CC=1. The catalyst is C1(C)C=CC=CC=1. The product is [C:11]([O:10][C:9](=[O:15])[NH:8][C@H:3]([C:2](=[S:26])[NH2:1])[CH2:4][CH:5]([CH3:7])[CH3:6])([CH3:14])([CH3:13])[CH3:12]. The yield is 0.720. (6) The reactants are [CH:1]([C:4]1[CH:8]=[C:7]([NH2:9])[N:6]([C:10]2[CH:11]=[N:12][CH:13]=[CH:14][CH:15]=2)[N:5]=1)([CH3:3])[CH3:2].C(=O)([O-])[O-].[K+].[K+].Cl[C:23]([O:25][C:26]1[CH:31]=[CH:30][CH:29]=[CH:28][CH:27]=1)=[O:24]. The catalyst is C(Cl)Cl. The product is [CH:1]([C:4]1[CH:8]=[C:7]([NH:9][C:23](=[O:24])[O:25][C:26]2[CH:31]=[CH:30][CH:29]=[CH:28][CH:27]=2)[N:6]([C:10]2[CH:11]=[N:12][CH:13]=[CH:14][CH:15]=2)[N:5]=1)([CH3:3])[CH3:2]. The yield is 0.760.